Predict which catalyst facilitates the given reaction. From a dataset of Catalyst prediction with 721,799 reactions and 888 catalyst types from USPTO. (1) Reactant: C(=O)([O-])[O-].[Cs+].[Cs+].Br[CH2:8][CH2:9][CH2:10][O:11][Si:12]([C:15]([CH3:18])([CH3:17])[CH3:16])([CH3:14])[CH3:13].[CH3:19][O:20][C:21](=[O:46])[N:22]=[C:23]([S:44][CH3:45])[C:24](=[N:35][C:36]1[CH:41]=[CH:40][C:39]([C:42]#[N:43])=[CH:38][CH:37]=1)[C:25]1[CH:30]=[C:29]([O:31][CH3:32])[CH:28]=[C:27]([OH:33])[C:26]=1[F:34].O. Product: [CH3:19][O:20][C:21](=[O:46])[N:22]=[C:23]([S:44][CH3:45])[C:24]([C:25]1[CH:30]=[C:29]([O:31][CH3:32])[CH:28]=[C:27]([O:33][CH2:8][CH2:9][CH2:10][O:11][Si:12]([C:15]([CH3:18])([CH3:17])[CH3:16])([CH3:14])[CH3:13])[C:26]=1[F:34])=[N:35][C:36]1[CH:41]=[CH:40][C:39]([C:42]#[N:43])=[CH:38][CH:37]=1. The catalyst class is: 39. (2) Reactant: [C:1]([O:5][C:6]([N:8]1[C:16]2[CH2:15][CH2:14][N:13]([C:17](=S)[CH2:18][C:19]([C:21]3([O:24][CH3:25])[CH2:23][CH2:22]3)=O)[CH2:12][C:11]=2[CH:10]=[C:9]1[C:27]1[C:32]([F:33])=[CH:31][CH:30]=[CH:29][C:28]=1[F:34])=[O:7])([CH3:4])([CH3:3])[CH3:2].Cl.[CH2:36]([NH:38][NH2:39])[CH3:37].CCN(C(C)C)C(C)C. Product: [C:1]([O:5][C:6]([N:8]1[C:16]2[CH2:15][CH2:14][N:13]([C:17]3[N:38]([CH2:36][CH3:37])[N:39]=[C:19]([C:21]4([O:24][CH3:25])[CH2:22][CH2:23]4)[CH:18]=3)[CH2:12][C:11]=2[CH:10]=[C:9]1[C:27]1[C:28]([F:34])=[CH:29][CH:30]=[CH:31][C:32]=1[F:33])=[O:7])([CH3:3])([CH3:2])[CH3:4]. The catalyst class is: 41. (3) Reactant: [OH:1][C:2]1[CH:3]=[C:4]2[C:8](=[CH:9][CH:10]=1)[NH:7][CH:6]=[C:5]2[CH2:11][CH2:12][NH:13][C:14](=[O:39])[CH2:15][CH2:16][CH2:17]C(OC1C=C2C(=CC=1)NC=C2CCC(OC(C)(C)C)=O)=O.[CH:40]([OH:42])=[O:41]. Product: [OH:1][C:2]1[CH:3]=[C:4]2[C:8](=[CH:9][CH:10]=1)[NH:7][CH:6]=[C:5]2[CH2:11][CH2:12][NH:13][C:14](=[O:39])[CH2:15][CH2:16][CH2:17][C:40]([O:42][C:2]1[CH:3]=[C:4]2[C:8](=[CH:9][CH:10]=1)[NH:7][CH:6]=[C:5]2[CH2:11][CH2:12][NH2:13])=[O:41]. The catalyst class is: 2. (4) Reactant: [Cl:1][C:2]1[CH:7]=[CH:6][C:5]([C:8]2[CH:13]=[N:12][N:11]3[C:14](=[O:17])[NH:15][N:16]=[C:10]3[C:9]=2[C:18]2[CH:23]=[CH:22][C:21]([Cl:24])=[CH:20][CH:19]=2)=[CH:4][CH:3]=1.[CH3:25][C:26]1([O:29][CH2:28]1)[CH3:27].C([O-])([O-])=O.[K+].[K+]. Product: [Cl:1][C:2]1[CH:7]=[CH:6][C:5]([C:8]2[CH:13]=[N:12][N:11]3[C:14](=[O:17])[N:15]([CH2:25][C:26]([OH:29])([CH3:28])[CH3:27])[N:16]=[C:10]3[C:9]=2[C:18]2[CH:23]=[CH:22][C:21]([Cl:24])=[CH:20][CH:19]=2)=[CH:4][CH:3]=1. The catalyst class is: 3. (5) Reactant: [NH2:1][CH2:2][CH2:3][CH2:4][O:5][CH2:6][CH2:7][O:8][CH2:9][CH2:10][O:11][CH2:12][CH2:13][O:14][CH2:15][CH2:16][O:17][CH2:18][CH2:19][CH2:20][NH:21][C:22]1[CH:30]=[C:29]([N:31]2[C:39]3[CH2:38][C:37]([CH3:41])([CH3:40])[CH2:36][C:35](=[O:42])[C:34]=3[C:33]([CH3:43])=[N:32]2)[CH:28]=[CH:27][C:23]=1[C:24]([NH2:26])=[O:25].[I:44][C:45]1[CH:46]=[C:47]([CH:51]=[CH:52][CH:53]=1)[C:48](O)=[O:49].C(Cl)CCl.C1C=CC2N(O)N=NC=2C=1. Product: [C:24]([C:23]1[CH:27]=[CH:28][C:29]([N:31]2[C:39]3[CH2:38][C:37]([CH3:40])([CH3:41])[CH2:36][C:35](=[O:42])[C:34]=3[C:33]([CH3:43])=[N:32]2)=[CH:30][C:22]=1[NH:21][CH2:20][CH2:19][CH2:18][O:17][CH2:16][CH2:15][O:14][CH2:13][CH2:12][O:11][CH2:10][CH2:9][O:8][CH2:7][CH2:6][O:5][CH2:4][CH2:3][CH2:2][NH:1][C:48](=[O:49])[C:47]1[CH:51]=[CH:52][CH:53]=[C:45]([I:44])[CH:46]=1)(=[O:25])[NH2:26]. The catalyst class is: 2. (6) Reactant: [CH:1]1([C@H:5]2[CH2:9][CH2:8][CH2:7][N:6]2[C:10]2[N:18]=[C:17](C(O)=O)[N:16]=[C:15]3[C:11]=2[N:12]([CH2:29][C:30]2[CH:35]=[CH:34][C:33]([C:36]([F:39])([F:38])[F:37])=[CH:32][CH:31]=2)[C:13]([C:22]2[CH:27]=[CH:26][CH:25]=[C:24]([CH3:28])[CH:23]=2)=[N:14]3)[CH2:4][CH2:3][CH2:2]1.Cl.C([O-])(O)=O.[Na+].CCOC(C)=O. Product: [CH:1]1([C@H:5]2[CH2:9][CH2:8][CH2:7][N:6]2[C:10]2[N:18]=[CH:17][N:16]=[C:15]3[C:11]=2[N:12]([CH2:29][C:30]2[CH:31]=[CH:32][C:33]([C:36]([F:37])([F:39])[F:38])=[CH:34][CH:35]=2)[C:13]([C:22]2[CH:27]=[CH:26][CH:25]=[C:24]([CH3:28])[CH:23]=2)=[N:14]3)[CH2:4][CH2:3][CH2:2]1. The catalyst class is: 12. (7) Reactant: [CH3:1][C:2]1[C@@H:19]([O:20][C:21]([C@H:23]([OH:39])[C@@H:24]([NH:31][C:32]([O:34][C:35]([CH3:38])([CH3:37])[CH3:36])=[O:33])[C:25]2[CH:26]=[CH:27][CH:28]=[CH:29][CH:30]=2)=[O:22])[CH2:18][C@:14]2([OH:40])[C:15]([CH3:17])([CH3:16])[C:3]=1[C@@H:4]([OH:58])[C:5]([C@@:7]1([CH3:57])[C@H:12]([C@@H:13]2[O:41][C:42]([C:44]2[CH:45]=[CH:46][CH:47]=[CH:48][CH:49]=2)=[O:43])[C@:11]2([O:52][C:53]([CH3:55])=[O:54])[CH2:50][O:51][C@@H:10]2[CH2:9][C@@H:8]1[OH:56])=[O:6].C1CCCCC1.O.C(OCC)(=[O:68])C.S([O-])([O-])(=O)=[O:73].[Al+3].[K+].S([O-])([O-])(=O)=[O:80]. Product: [CH3:1][C:2]1[C@@H:19]([O:20][C:21]([C@H:23]([OH:39])[C@@H:24]([NH:31][C:32]([O:34][C:35]([CH3:36])([CH3:37])[CH3:38])=[O:33])[C:25]2[CH:30]=[CH:29][CH:28]=[CH:27][CH:26]=2)=[O:22])[CH2:18][C@@:14]2([OH:40])[C:15]([CH3:16])([CH3:17])[C:3]=1[C@@H:4]([OH:58])[C:5]([C@@:7]1([CH3:57])[C@H:12]([C@@H:13]2[O:41][C:42]([C:44]2[CH:45]=[CH:46][CH:47]=[CH:48][CH:49]=2)=[O:43])[C@:11]2([O:52][C:53]([CH3:55])=[O:54])[CH2:50][O:51][C@@H:10]2[CH2:9][C@@H:8]1[OH:56])=[O:6].[OH2:68].[OH2:73].[OH2:80]. The catalyst class is: 8.